Dataset: Forward reaction prediction with 1.9M reactions from USPTO patents (1976-2016). Task: Predict the product of the given reaction. (1) Given the reactants [CH2:1]([N:8]1[CH2:12][CH2:11][CH:10]([NH:13][C:14]2[N:19]=[C:18]([CH3:20])[C:17](/[CH:21]=[CH:22]/[C:23]([O:25]CC)=[O:24])=[CH:16][N:15]=2)[CH2:9]1)[C:2]1[CH:7]=[CH:6][CH:5]=[CH:4][CH:3]=1.[OH-].[Na+], predict the reaction product. The product is: [CH2:1]([N:8]1[CH2:12][CH2:11][CH:10]([NH:13][C:14]2[N:19]=[C:18]([CH3:20])[C:17](/[CH:21]=[CH:22]/[C:23]([OH:25])=[O:24])=[CH:16][N:15]=2)[CH2:9]1)[C:2]1[CH:7]=[CH:6][CH:5]=[CH:4][CH:3]=1. (2) The product is: [Br:21][C:18]1[CH:17]=[CH:16][C:15]([CH2:14][CH:13]([NH:12][C:10](=[O:11])[O:9][CH2:2][C:3]2[CH:4]=[CH:5][CH:6]=[CH:7][CH:8]=2)[C:22]2[N:23]([S:49]([N:48]([CH3:53])[CH3:47])(=[O:51])=[O:50])[CH:24]=[C:25]([CH2:27][C:28]([CH3:31])([CH3:32])[CH2:29][CH3:30])[N:26]=2)=[CH:20][CH:19]=1. Given the reactants Cl.[CH2:2]([O:9][C:10]([NH:12][CH:13]([C:22]1[N:23](C(OC(C)(C)C)=O)[CH:24]=[C:25]([CH2:27][C:28]([CH3:32])([CH3:31])[CH2:29][CH3:30])[N:26]=1)[CH2:14][C:15]1[CH:20]=[CH:19][C:18]([Br:21])=[CH:17][CH:16]=1)=[O:11])[C:3]1[CH:8]=[CH:7][CH:6]=[CH:5][CH:4]=1.C(N(CC)CC)C.[CH3:47][N:48]([CH3:53])[S:49](Cl)(=[O:51])=[O:50], predict the reaction product. (3) The product is: [F:1][C:2]1[CH:9]=[CH:8][C:5]([N:6]([CH3:7])[CH:11]([C:17]2[CH:22]=[CH:21][CH:20]=[CH:19][CH:18]=2)[C:12]([O:14][CH2:15][CH3:16])=[O:13])=[CH:4][CH:3]=1. Given the reactants [F:1][C:2]1[CH:9]=[CH:8][C:5]([NH:6][CH3:7])=[CH:4][CH:3]=1.Br[CH:11]([C:17]1[CH:22]=[CH:21][CH:20]=[CH:19][CH:18]=1)[C:12]([O:14][CH2:15][CH3:16])=[O:13].CCN(C(C)C)C(C)C, predict the reaction product. (4) Given the reactants C(OC([N:8]1[CH2:13][CH2:12][N:11]([CH:14]2[CH2:19][CH2:18][S:17](=[O:21])(=[O:20])[CH2:16][CH2:15]2)[CH2:10][CH2:9]1)=O)(C)(C)C.[ClH:22].O1CCOCC1, predict the reaction product. The product is: [ClH:22].[ClH:22].[O:21]=[S:17]1(=[O:20])[CH2:16][CH2:15][CH:14]([N:11]2[CH2:12][CH2:13][NH:8][CH2:9][CH2:10]2)[CH2:19][CH2:18]1.